Task: Binary Classification. Given a drug SMILES string, predict its activity (active/inactive) in a high-throughput screening assay against a specified biological target.. Dataset: HIV replication inhibition screening data with 41,000+ compounds from the AIDS Antiviral Screen (1) The drug is CC(C)CCCC(C)C1CCC2C3CCC4CC(CCC=C(c5cc(Cl)c(O)c(C(=O)O)c5)c5cc(Cl)c(O)c(C(=O)O)c5)CCC4(C)C3CCC12C.OCCN1CCCC1. The result is 0 (inactive). (2) The compound is O=C([OH+][Mo+2]1234(C#[O+])(C#[O+])(C#[O+])C5=C1[C-]2C3=C54)C(F)(F)F. The result is 0 (inactive).